Dataset: Full USPTO retrosynthesis dataset with 1.9M reactions from patents (1976-2016). Task: Predict the reactants needed to synthesize the given product. (1) Given the product [OH:11][CH2:10][CH2:9][CH2:8][C:5]1[CH:4]=[CH:3][C:2]([O:1][CH2:13][CH2:14][CH2:15][CH2:16][CH2:17][CH2:18][O:1][C:2]2[CH:7]=[CH:6][C:5]([CH2:8][CH2:9][CH2:22][OH:25])=[CH:4][CH:3]=2)=[CH:7][CH:6]=1, predict the reactants needed to synthesize it. The reactants are: [OH:1][C:2]1[CH:7]=[CH:6][C:5]([CH2:8][CH2:9][CH2:10][OH:11])=[CH:4][CH:3]=1.I[CH2:13][CH2:14][CH2:15][CH2:16][CH2:17][CH2:18]I.N#N.[C:22](=[O:25])([O-])[O-].[K+].[K+]. (2) Given the product [C:21]1([CH:27]2[CH2:31][CH2:30][CH2:29][N:28]2[C:2]2[N:7]=[C:6]([C:8]3[CH:20]=[CH:19][C:11]4[N:12]=[C:13]([NH:15][C:16](=[O:18])[CH3:17])[S:14][C:10]=4[CH:9]=3)[CH:5]=[CH:4][N:3]=2)[CH:26]=[CH:25][CH:24]=[CH:23][CH:22]=1, predict the reactants needed to synthesize it. The reactants are: Cl[C:2]1[N:7]=[C:6]([C:8]2[CH:20]=[CH:19][C:11]3[N:12]=[C:13]([NH:15][C:16](=[O:18])[CH3:17])[S:14][C:10]=3[CH:9]=2)[CH:5]=[CH:4][N:3]=1.[C:21]1([CH:27]2[CH2:31][CH2:30][CH2:29][NH:28]2)[CH:26]=[CH:25][CH:24]=[CH:23][CH:22]=1.C(N(C(C)C)CC)(C)C.CS(C)=O. (3) Given the product [Cl:1][C:2]1[N:3]=[CH:4][C:5]2[N:6]([C:10]([CH:11]([CH3:13])[CH3:12])=[N:9][N:8]=2)[CH:7]=1, predict the reactants needed to synthesize it. The reactants are: [Cl:1][C:2]1[CH:7]=[N:6][C:5]([NH:8][NH2:9])=[CH:4][N:3]=1.[CH:10](=O)[CH:11]([CH3:13])[CH3:12].C(O)(=O)C.C(O)(=O)C.IC1C=CC=CC=1. (4) Given the product [CH:13]([CH:12]1[CH2:11][C:5]2[C:6](=[CH:7][C:8]([O:9][CH3:10])=[C:3]([O:2][CH3:1])[CH:4]=2)[CH:17]=[N:16]1)([CH3:14])[CH3:15], predict the reactants needed to synthesize it. The reactants are: [CH3:1][O:2][C:3]1[CH:4]=[C:5]([CH2:11][CH:12]([NH:16][CH:17]=O)[CH:13]([CH3:15])[CH3:14])[CH:6]=[CH:7][C:8]=1[O:9][CH3:10].O=P(Cl)(Cl)Cl. (5) Given the product [F:7][C:8]([F:15])([F:14])[C:9](=[CH2:13])[C:10]([O:12][C:16]([CH3:19])([CH3:18])[CH3:17])=[O:11], predict the reactants needed to synthesize it. The reactants are: C(Cl)(=O)C(Cl)=O.[F:7][C:8]([F:15])([F:14])[C:9](=[CH2:13])[C:10]([OH:12])=[O:11].[C:16](O)([CH3:19])([CH3:18])[CH3:17].N1C=CC=CC=1.Cl. (6) Given the product [CH:1]([N:4]1[C:8]([C:9]2[N:10]=[C:11]3[C:17]4[CH:18]=[CH:19][C:20]([C:22]5[N:23]=[CH:24][N:25]([CH2:27][CH2:28][OH:29])[CH:26]=5)=[CH:21][C:16]=4[O:15][CH2:14][CH2:13][N:12]3[CH:36]=2)=[N:7][CH:6]=[N:5]1)([CH3:3])[CH3:2], predict the reactants needed to synthesize it. The reactants are: [CH:1]([N:4]1[C:8]([C:9]2[N:10]=[C:11]3[C:17]4[CH:18]=[CH:19][C:20]([C:22]5[N:23]=[CH:24][N:25]([CH2:27][CH2:28][O:29]C6CCCCO6)[CH:26]=5)=[CH:21][C:16]=4[O:15][CH2:14][CH2:13][N:12]3[CH:36]=2)=[N:7][CH:6]=[N:5]1)([CH3:3])[CH3:2].Cl.O1CCOCC1. (7) Given the product [Cl:10][C:7]1[S:6][C:5]([C:3]2[N:23]=[C:21]([N:20]([CH2:19][CH2:18][CH2:17][N:11]3[CH2:12][CH2:13][O:14][CH2:15][CH2:16]3)[C:38]([C:34]3[S:33][CH:37]=[CH:36][CH:35]=3)=[O:39])[S:22][CH:2]=2)=[CH:9][CH:8]=1, predict the reactants needed to synthesize it. The reactants are: Br[CH2:2][C:3]([C:5]1[S:6][C:7]([Cl:10])=[CH:8][CH:9]=1)=O.[N:11]1([CH2:17][CH2:18][CH2:19][NH:20][C:21]([NH2:23])=[S:22])[CH2:16][CH2:15][O:14][CH2:13][CH2:12]1.C(N(CC)C(C)C)(C)C.[S:33]1[CH:37]=[CH:36][CH:35]=[C:34]1[C:38](Cl)=[O:39]. (8) Given the product [S:41]1[C:45]2[CH:46]=[CH:47][CH:48]=[CH:49][C:44]=2[CH:43]=[C:42]1[C:50]([NH:1][C@H:2]([C:7]([NH:9][CH2:10][CH:11]1[CH2:16][CH2:15][CH2:14][N:13]([C:17]([O:19][C:20]([CH3:21])([CH3:23])[CH3:22])=[O:18])[CH2:12]1)=[O:8])[CH2:3][CH:4]([CH3:6])[CH3:5])=[O:51], predict the reactants needed to synthesize it. The reactants are: [NH2:1][C@H:2]([C:7]([NH:9][CH2:10][CH:11]1[CH2:16][CH2:15][CH2:14][N:13]([C:17]([O:19][C:20]([CH3:23])([CH3:22])[CH3:21])=[O:18])[CH2:12]1)=[O:8])[CH2:3][CH:4]([CH3:6])[CH3:5].CCN(CC)CC.C1C=CC2N(O)N=NC=2C=1.[S:41]1[C:45]2[CH:46]=[CH:47][CH:48]=[CH:49][C:44]=2[CH:43]=[C:42]1[C:50](O)=[O:51].